This data is from Experimental lipophilicity measurements (octanol/water distribution) for 4,200 compounds from AstraZeneca. The task is: Regression/Classification. Given a drug SMILES string, predict its absorption, distribution, metabolism, or excretion properties. Task type varies by dataset: regression for continuous measurements (e.g., permeability, clearance, half-life) or binary classification for categorical outcomes (e.g., BBB penetration, CYP inhibition). For this dataset (lipophilicity_astrazeneca), we predict Y. (1) The compound is COc1ccc(-c2ccc3c(N4CCOC[C@@H]4C)nc(N4CCOC[C@@H]4C)nc3n2)cc1C(N)=O. The Y is 2.82 logD. (2) The drug is O=C(O)CSc1c[nH]c2ccccc12. The Y is -1.31 logD. (3) The drug is CCCSc1ncccc1C(=O)N1CCCC1c1ccncc1. The Y is 1.95 logD. (4) The Y is 1.79 logD. The drug is O=C(CO)N1CCC(c2[nH]nc(-c3ccc(Cl)cc3F)c2-c2ccncn2)CC1. (5) The compound is Cc1ccc(CO)cc1N(c1ccnc(Nc2cc(N3CCOCC3)cc(N3CCOCC3)c2)n1)C(C)C. The Y is 3.90 logD. (6) The drug is Cc1ccc(-c2ccc3c(ccc4sc5c(c43)NC[C@@H](C)NC5=O)n2)cn1. The Y is 3.60 logD. (7) The compound is CCC(c1cccnc1)n1[nH]c(=O)c2nc3cc(Cl)ccc3c(O)c2c1=O. The Y is 0.700 logD. (8) The compound is Cc1nc2c(C#N)cnn2c(O)c1Cc1ccccc1. The Y is 0.680 logD. (9) The compound is CN(C)CC(O)COc1ccc(Nc2nccc(Nc3ccc(Cl)cc3)n2)cc1. The Y is 2.60 logD.